Predict which catalyst facilitates the given reaction. From a dataset of Catalyst prediction with 721,799 reactions and 888 catalyst types from USPTO. (1) Reactant: [CH:1]1([NH:4][C:5]([C:7]2[C:15]3[CH:14]=[C:13]([C:16]4[C:21]([CH3:22])=[CH:20][N:19]=[C:18](Cl)[N:17]=4)[S:12][C:11]=3[CH:10]=[CH:9][CH:8]=2)=[O:6])[CH2:3][CH2:2]1.C(OC([N:31]1[CH2:36][CH2:35][CH2:34][CH:33]([CH2:37][CH2:38][CH2:39][NH2:40])[CH2:32]1)=O)(C)(C)C.C(N(C(C)C)CC)(C)C.C([SiH](CC)CC)C.C(O)(C(F)(F)F)=O.[Li+].[OH-]. Product: [CH:1]1([NH:4][C:5]([C:7]2[C:15]3[CH:14]=[C:13]([C:16]4[C:21]([CH3:22])=[CH:20][N:19]=[C:18]([NH:40][CH2:39][CH2:38][CH2:37][CH:33]5[CH2:34][CH2:35][CH2:36][NH:31][CH2:32]5)[N:17]=4)[S:12][C:11]=3[CH:10]=[CH:9][CH:8]=2)=[O:6])[CH2:3][CH2:2]1. The catalyst class is: 346. (2) Reactant: [C:1]([O:5][C:6]([N:8]1[CH2:13][CH2:12][CH:11]([CH2:14][CH2:15][N:16]2[CH2:21][CH2:20][N:19]([C:22]3[CH:27]=[CH:26][C:25]([C:28](=[NH:31])[NH:29][OH:30])=[CH:24][CH:23]=3)[CH2:18][CH2:17]2)[CH2:10][CH2:9]1)=[O:7])([CH3:4])([CH3:3])[CH3:2].[CH3:32][C:33](O)=O.C1C=CC2N(O)N=NC=2C=1.O.CCN=C=NCCCN(C)C. Product: [C:1]([O:5][C:6]([N:8]1[CH2:13][CH2:12][CH:11]([CH2:14][CH2:15][N:16]2[CH2:17][CH2:18][N:19]([C:22]3[CH:23]=[CH:24][C:25]([C:28]4[N:31]=[C:32]([CH3:33])[O:30][N:29]=4)=[CH:26][CH:27]=3)[CH2:20][CH2:21]2)[CH2:10][CH2:9]1)=[O:7])([CH3:4])([CH3:2])[CH3:3]. The catalyst class is: 3. (3) Reactant: C[O:2][C:3]([C:5]1[C:9]([CH:10]([CH3:12])[CH3:11])=[C:8]([CH:13]=[O:14])[N:7]([C:15]2[CH:20]=[CH:19][C:18]([F:21])=[CH:17][CH:16]=2)[N:6]=1)=[O:4].[OH-].[Na+]. Product: [F:21][C:18]1[CH:17]=[CH:16][C:15]([N:7]2[C:8]([CH:13]=[O:14])=[C:9]([CH:10]([CH3:12])[CH3:11])[C:5]([C:3]([OH:4])=[O:2])=[N:6]2)=[CH:20][CH:19]=1. The catalyst class is: 5. (4) Reactant: [CH:1]([N:4]1[C:12]2[C:7](=[CH:8][C:9]([C:13]([O:15]C)=[O:14])=[CH:10][CH:11]=2)[CH:6]=[N:5]1)([CH3:3])[CH3:2].[OH-].[Na+]. Product: [CH:1]([N:4]1[C:12]2[C:7](=[CH:8][C:9]([C:13]([OH:15])=[O:14])=[CH:10][CH:11]=2)[CH:6]=[N:5]1)([CH3:3])[CH3:2]. The catalyst class is: 24. (5) Reactant: [CH2:1]([O:8][C:9]1[C:10]([F:24])=[C:11]([CH:15]([C:17]2[C:22](Cl)=[N:21][CH:20]=[CH:19][N:18]=2)O)[CH:12]=[CH:13][CH:14]=1)[C:2]1[CH:7]=[CH:6][CH:5]=[CH:4][CH:3]=1.[Li]CCCC.CCCCCC.C[C:37]1(C)[CH2:42][CH2:41][CH2:40][C:39](C)(C)[NH:38]1.ClC1C=NC=C[N:48]=1.C(OC1C(F)=C(C=CC=1)C=O)C1C=CC=CC=1. Product: [NH2:48][C:22]1[C:17]2[N:18]([C:39]([CH:40]3[CH2:41][CH2:42][CH2:37]3)=[N:38][C:15]=2[C:11]2[CH:12]=[CH:13][CH:14]=[C:9]([O:8][CH2:1][C:2]3[CH:7]=[CH:6][CH:5]=[CH:4][CH:3]=3)[C:10]=2[F:24])[CH:19]=[CH:20][N:21]=1. The catalyst class is: 1. (6) Reactant: [Br-].[Li+].B.[Na].C([O:12][C:13]([C@@H:15]([NH:29][C:30]([N:32]([CH2:38][CH2:39][N:40]([CH3:42])[CH3:41])[CH2:33][CH2:34][CH:35]([CH3:37])[CH3:36])=[O:31])[CH2:16][C:17]1[CH:22]=[CH:21][C:20]([C:23]2[CH:28]=[CH:27][CH:26]=[CH:25][CH:24]=2)=[CH:19][CH:18]=1)=O)C1C=CC=CC=1.[Cl-].[NH4+]. Product: [C:20]1([C:23]2[CH:24]=[CH:25][CH:26]=[CH:27][CH:28]=2)[CH:19]=[CH:18][C:17]([CH2:16][C@H:15]([NH:29][C:30]([N:32]([CH2:38][CH2:39][N:40]([CH3:41])[CH3:42])[CH2:33][CH2:34][CH:35]([CH3:37])[CH3:36])=[O:31])[CH2:13][OH:12])=[CH:22][CH:21]=1. The catalyst class is: 8. (7) Reactant: [H-].[Na+].[CH2:3]([NH:11][S:12]([C:15]1[C:24]2[C:19](=[CH:20][CH:21]=[CH:22][CH:23]=2)[CH:18]=[CH:17][CH:16]=1)(=[O:14])=[O:13])[CH2:4][C:5]1[CH:10]=[CH:9][CH:8]=[CH:7][CH:6]=1.Br[CH2:26][CH2:27][C:28]1[C:36]2[C:31](=[CH:32][CH:33]=[CH:34][CH:35]=2)[NH:30][CH:29]=1. Product: [NH:30]1[C:31]2[C:36](=[CH:35][CH:34]=[CH:33][CH:32]=2)[C:28]([CH2:27][CH2:26][N:11]([CH2:3][CH2:4][C:5]2[CH:10]=[CH:9][CH:8]=[CH:7][CH:6]=2)[S:12]([C:15]2[C:24]3[C:19](=[CH:20][CH:21]=[CH:22][CH:23]=3)[CH:18]=[CH:17][CH:16]=2)(=[O:14])=[O:13])=[CH:29]1. The catalyst class is: 3. (8) Reactant: [Cl:1][C:2]1[CH:17]=[CH:16][C:15]([Cl:18])=[CH:14][C:3]=1[O:4][C:5]1[C:10]([C:11]([OH:13])=O)=[CH:9][N:8]=[CH:7][N:6]=1.[I-].ClC1C=CC=C[N+]=1C.C(N(CC)CC)C.[NH:35]1[C:44]2[C:39](=[CH:40][CH:41]=[CH:42][CH:43]=2)[CH2:38][CH2:37][CH2:36]1.C(=O)(O)[O-].[Na+]. Product: [Cl:1][C:2]1[CH:17]=[CH:16][C:15]([Cl:18])=[CH:14][C:3]=1[O:4][C:5]1[C:10]([C:11]([N:35]2[C:44]3[C:39](=[CH:40][CH:41]=[CH:42][CH:43]=3)[CH2:38][CH2:37][CH2:36]2)=[O:13])=[CH:9][N:8]=[CH:7][N:6]=1. The catalyst class is: 4.